This data is from Forward reaction prediction with 1.9M reactions from USPTO patents (1976-2016). The task is: Predict the product of the given reaction. (1) Given the reactants [Cl:1][C:2]1[CH:7]=[CH:6][CH:5]=[CH:4][C:3]=1[C:8]1[C:12]([C:13]([O:15]C)=[O:14])=[CH:11][N:10]([C:17]2[CH:22]=[CH:21][N:20]=[C:19]([NH:23][CH2:24][CH2:25][C:26]3[CH:31]=[CH:30][C:29]([OH:32])=[CH:28][CH:27]=3)[N:18]=2)[N:9]=1.[OH-].[Na+].O, predict the reaction product. The product is: [Cl:1][C:2]1[CH:7]=[CH:6][CH:5]=[CH:4][C:3]=1[C:8]1[C:12]([C:13]([OH:15])=[O:14])=[CH:11][N:10]([C:17]2[CH:22]=[CH:21][N:20]=[C:19]([NH:23][CH2:24][CH2:25][C:26]3[CH:27]=[CH:28][C:29]([OH:32])=[CH:30][CH:31]=3)[N:18]=2)[N:9]=1. (2) Given the reactants C([N:8]1[C:38]([CH3:39])=[C:11]2[C:12](=[O:37])[N:13]([CH2:24][CH:25]([O:35][CH3:36])[CH2:26][NH:27][C:28](=[O:34])[O:29][C:30]([CH3:33])([CH3:32])[CH3:31])[C:14]3[CH:15]=[C:16]4[CH2:23][CH2:22][CH2:21][CH2:20][C:17]4=[CH:18][C:19]=3[C:10]2=[N:9]1)C1C=CC=CC=1, predict the reaction product. The product is: [CH3:36][O:35][CH:25]([CH2:24][N:13]1[C:14]2[CH:15]=[C:16]3[CH2:23][CH2:22][CH2:21][CH2:20][C:17]3=[CH:18][C:19]=2[C:10]2=[N:9][NH:8][C:38]([CH3:39])=[C:11]2[C:12]1=[O:37])[CH2:26][NH:27][C:28](=[O:34])[O:29][C:30]([CH3:33])([CH3:32])[CH3:31]. (3) Given the reactants [CH:1]([N:14]1[CH2:17][CH:16]([NH:18][CH3:19])[CH2:15]1)([C:8]1[CH:13]=[CH:12][CH:11]=[CH:10][CH:9]=1)[C:2]1[CH:7]=[CH:6][CH:5]=[CH:4][CH:3]=1.[C:28](O[C:28]([O:30][C:31]([CH3:34])([CH3:33])[CH3:32])=[O:29])([O:30][C:31]([CH3:34])([CH3:33])[CH3:32])=[O:29], predict the reaction product. The product is: [CH:1]([N:14]1[CH2:17][CH:16]([N:18]([CH3:19])[C:28](=[O:29])[O:30][C:31]([CH3:32])([CH3:33])[CH3:34])[CH2:15]1)([C:8]1[CH:13]=[CH:12][CH:11]=[CH:10][CH:9]=1)[C:2]1[CH:3]=[CH:4][CH:5]=[CH:6][CH:7]=1. (4) The product is: [ClH:34].[F:1][C:2]1[CH:3]=[C:4]2[C:9](=[CH:10][CH:11]=1)[N:8]=[C:7]([C:12]1[CH:17]=[CH:16][CH:15]=[CH:14][C:13]=1[OH:18])[N:6]=[C:5]2[N:19]1[CH2:24][CH2:23][N:22]([C:25](=[O:33])[C@H:26]([OH:32])[CH2:27][C:28]([CH3:29])([CH3:30])[CH3:31])[CH2:21][CH2:20]1. Given the reactants [F:1][C:2]1[CH:3]=[C:4]2[C:9](=[CH:10][CH:11]=1)[N:8]=[C:7]([C:12]1[CH:17]=[CH:16][CH:15]=[CH:14][C:13]=1[OH:18])[N:6]=[C:5]2[N:19]1[CH2:24][CH2:23][N:22]([C:25](=[O:33])[C@H:26]([OH:32])[CH2:27][C:28]([CH3:31])([CH3:30])[CH3:29])[CH2:21][CH2:20]1.[ClH:34].CCOCC, predict the reaction product.